Predict the reactants needed to synthesize the given product. From a dataset of Full USPTO retrosynthesis dataset with 1.9M reactions from patents (1976-2016). (1) Given the product [C:19]([OH:21])(=[O:30])/[CH:20]=[CH:33]\[C:32]([OH:35])=[O:34].[S:1]1[C:5]2[CH:6]=[CH:7][C:8]([CH2:10][CH2:11][O:12][CH2:13][CH2:14][CH2:15][N:17]3[CH2:20][CH:19]([OH:21])[CH2:18]3)=[CH:9][C:4]=2[CH:3]=[CH:2]1, predict the reactants needed to synthesize it. The reactants are: [S:1]1[C:5]2[CH:6]=[CH:7][C:8]([CH2:10][CH2:11][O:12][CH2:13][CH2:14][C:15]([N:17]3[CH2:20][CH:19]([OH:21])[CH2:18]3)=O)=[CH:9][C:4]=2[CH:3]=[CH:2]1.[BH4-].[Na+].Cl[Si](C)(C)C.Cl.[OH-:30].[Na+].[C:32]([O:35]CC)(=[O:34])[CH3:33]. (2) The reactants are: [C:1]([C:3]([CH3:15])([CH3:14])[C:4](=[O:13])[CH2:5][C:6]([O:8][C:9]([CH3:12])([CH3:11])[CH3:10])=[O:7])#[N:2].[BH4-].[Na+]. Given the product [C:1]([C:3]([CH3:15])([CH3:14])[CH:4]([OH:13])[CH2:5][C:6]([O:8][C:9]([CH3:11])([CH3:10])[CH3:12])=[O:7])#[N:2], predict the reactants needed to synthesize it. (3) Given the product [NH2:1][CH2:2][CH2:3][C:4]1[CH:11]=[CH:10][C:8]([OH:9])=[C:6]([OH:7])[CH:5]=1, predict the reactants needed to synthesize it. The reactants are: [NH2:1][CH2:2][CH2:3][C:4]1[CH2:5][CH:6]([C:8](=[CH:10][CH:11]=1)[OH:9])[OH:7].N1C=C(C2CCCN2C)C=CC=1. (4) Given the product [CH3:22][O:20][C:19](=[O:21])[CH2:18][C:11]1[CH:12]=[C:13]([O:16][CH3:17])[C:14]([OH:15])=[C:9]([Br:8])[CH:10]=1, predict the reactants needed to synthesize it. The reactants are: C[Si](C=[N+]=[N-])(C)C.[Br:8][C:9]1[CH:10]=[C:11]([CH2:18][C:19]([OH:21])=[O:20])[CH:12]=[C:13]([O:16][CH3:17])[C:14]=1[OH:15].[C:22](O)(=O)C. (5) Given the product [N:11]1[CH:12]=[CH:13][CH:14]=[CH:15][C:10]=1[CH2:9][O:8][C:6]1[N:5]=[C:4]2[CH2:16][CH2:17][CH2:18][C:3]2=[C:2]([C:23]2[CH:24]=[N:19][CH:20]=[N:21][CH:22]=2)[CH:7]=1, predict the reactants needed to synthesize it. The reactants are: Cl[C:2]1[CH:7]=[C:6]([O:8][CH2:9][C:10]2[CH:15]=[CH:14][CH:13]=[CH:12][N:11]=2)[N:5]=[C:4]2[CH2:16][CH2:17][CH2:18][C:3]=12.[N:19]1[CH:24]=[C:23](B(O)O)[CH:22]=[N:21][CH:20]=1.COC1C=CC=C(OC)C=1C1C=CC=CC=1P(C1CCCCC1)C1CCCCC1.C(=O)([O-])[O-].[K+].[K+]. (6) Given the product [NH2:8][C:5]1[CH:6]=[CH:7][C:2]([N:17]2[CH2:18][CH2:19][CH:14]([OH:13])[CH2:15][CH2:16]2)=[CH:3][C:4]=1[O:11][CH3:12], predict the reactants needed to synthesize it. The reactants are: F[C:2]1[CH:7]=[CH:6][C:5]([N+:8]([O-])=O)=[C:4]([O:11][CH3:12])[CH:3]=1.[OH:13][CH:14]1[CH2:19][CH2:18][NH:17][CH2:16][CH2:15]1.C(=O)([O-])[O-].[K+].[K+]. (7) Given the product [Cl:28][C:10]1[C:9]2[C:4](=[C:5]([C:13]([O:15][CH3:16])=[O:14])[CH:6]=[CH:7][CH:8]=2)[N:3]=[C:2]([CH3:1])[N:11]=1, predict the reactants needed to synthesize it. The reactants are: [CH3:1][C:2]1[NH:11][C:10](=O)[C:9]2[C:4](=[C:5]([C:13]([O:15][CH3:16])=[O:14])[CH:6]=[CH:7][CH:8]=2)[N:3]=1.CCN(C(C)C)C(C)C.O=P(Cl)(Cl)[Cl:28].[OH-].[Na+]. (8) Given the product [Cl:24][C:25]1[CH:30]=[CH:29][C:28]([CH2:31][O:32][C:14]2[CH:15]=[CH:16][N:11]([C:8]3[CH:9]=[CH:10][C:5]([O:4][CH2:3][C:2]([OH:1])([CH3:23])[CH3:22])=[C:6]([O:20][CH3:21])[CH:7]=3)[C:12](=[O:19])[N:13]=2)=[CH:27][CH:26]=1, predict the reactants needed to synthesize it. The reactants are: [OH:1][C:2]([CH3:23])([CH3:22])[CH2:3][O:4][C:5]1[CH:10]=[CH:9][C:8]([N:11]2[CH:16]=[CH:15][C:14](SC)=[N:13][C:12]2=[O:19])=[CH:7][C:6]=1[O:20][CH3:21].[Cl:24][C:25]1[CH:30]=[CH:29][C:28]([CH2:31][OH:32])=[CH:27][CH:26]=1.C([O-])([O-])=O.[K+].[K+]. (9) Given the product [Cl:23][C:24]1[CH:32]=[CH:31][CH:30]=[C:29]2[C:25]=1[CH2:26][CH2:27][CH:28]2[N:13]1[C:14](=[O:19])[C:15]([C:17]#[N:18])=[CH:16][N:11]([C:9]2[CH:8]=[CH:7][C:6]3[N:2]([CH3:1])[C:3](=[O:22])[N:4]([CH3:21])[C:5]=3[CH:10]=2)[C:12]1=[O:20], predict the reactants needed to synthesize it. The reactants are: [CH3:1][N:2]1[C:6]2[CH:7]=[CH:8][C:9]([N:11]3[CH:16]=[C:15]([C:17]#[N:18])[C:14](=[O:19])[NH:13][C:12]3=[O:20])=[CH:10][C:5]=2[N:4]([CH3:21])[C:3]1=[O:22].[Cl:23][C:24]1[CH:32]=[CH:31][CH:30]=[C:29]2[C:25]=1[CH2:26][CH2:27][CH:28]2O.C1(P(C2C=CC=CC=2)C2C=CC=CC=2)C=CC=CC=1.N(C(OC(C)C)=O)=NC(OC(C)C)=O.Cl.